From a dataset of Catalyst prediction with 721,799 reactions and 888 catalyst types from USPTO. Predict which catalyst facilitates the given reaction. (1) Reactant: Cl[C:2]1[CH:7]=[C:6]([C:8]2([NH:13][C:14]([NH:16][C:17]3[CH:22]=[CH:21][C:20]([C:23]4[CH:28]=[CH:27][N:26]=[C:25]([CH3:29])[CH:24]=4)=[CH:19][CH:18]=3)=[O:15])[CH2:12][CH2:11][CH2:10][CH2:9]2)[CH:5]=[CH:4][N:3]=1. Product: [CH3:29][C:25]1[CH:24]=[C:23]([C:20]2[CH:19]=[CH:18][C:17]([NH:16][C:14]([NH:13][C:8]3([C:6]4[CH:5]=[CH:4][N:3]=[CH:2][CH:7]=4)[CH2:9][CH2:10][CH2:11][CH2:12]3)=[O:15])=[CH:22][CH:21]=2)[CH:28]=[CH:27][N:26]=1. The catalyst class is: 191. (2) Reactant: [F:1][C:2]1[CH:10]=[C:9]([F:11])[CH:8]=[C:7]2[C:3]=1[C:4](=[O:13])C(=O)[NH:6]2.[OH:14]O.Cl. Product: [NH2:6][C:7]1[CH:8]=[C:9]([F:11])[CH:10]=[C:2]([F:1])[C:3]=1[C:4]([OH:13])=[O:14]. The catalyst class is: 74. (3) Reactant: [C:1]1([NH2:8])[CH:6]=[CH:5][CH:4]=[CH:3][C:2]=1[NH2:7].[S:9]1[C:13]([S:14](Cl)(=[O:16])=[O:15])=[CH:12][C:11]2[CH:18]=[CH:19][CH:20]=[CH:21][C:10]1=2. Product: [NH2:7][C:2]1[CH:3]=[CH:4][CH:5]=[CH:6][C:1]=1[NH:8][S:14]([C:13]1[S:9][C:10]2[CH:21]=[CH:20][CH:19]=[CH:18][C:11]=2[CH:12]=1)(=[O:15])=[O:16]. The catalyst class is: 202. (4) Reactant: [N:1]#[C:2][NH2:3].[CH2:4]([O:6][C:7](=[O:16])[C:8]1[CH:13]=[CH:12][C:11]([CH3:14])=[C:10](N)[CH:9]=1)[CH3:5].Cl.[N+:18]([O-:21])([O-:20])=[O:19].[NH4+:22]. Product: [N+:18]([O-:21])([OH:20])=[O:19].[CH2:4]([O:6][C:7](=[O:16])[C:8]1[CH:13]=[CH:12][C:11]([CH3:14])=[C:10]([NH:1][CH:2]=[N:3][NH2:22])[CH:9]=1)[CH3:5]. The catalyst class is: 40. (5) Reactant: [CH3:1][C:2]1[CH:6]=[CH:5][O:4][C:3]=1[C:7]([NH:9][C:10]1[CH:11]=[C:12]([CH:28]=[CH:29][CH:30]=1)[O:13][C:14]1[CH:19]=[CH:18][N:17]=[C:16]([C:20]2[NH:24][CH:23]=[C:22]([C:25]([OH:27])=O)[CH:21]=2)[CH:15]=1)=[O:8].CN(C(ON1N=NC2C=CC=NC1=2)=[N+](C)C)C.F[P-](F)(F)(F)(F)F.C(N(CC)C(C)C)(C)C.Cl.[CH3:65][O:66][C:67](=[O:79])[C@H:68]([CH2:70][CH2:71][C:72]([O:74][C:75]([CH3:78])([CH3:77])[CH3:76])=[O:73])[NH2:69].Cl. Product: [CH3:1][C:2]1[CH:6]=[CH:5][O:4][C:3]=1[C:7]([NH:9][C:10]1[CH:11]=[C:12]([CH:28]=[CH:29][CH:30]=1)[O:13][C:14]1[CH:19]=[CH:18][N:17]=[C:16]([C:20]2[NH:24][CH:23]=[C:22]([C:25]([NH:69][CH:68]([CH2:70][CH2:71][C:72]([O:74][C:75]([CH3:78])([CH3:77])[CH3:76])=[O:73])[C:67]([O:66][CH3:65])=[O:79])=[O:27])[CH:21]=2)[CH:15]=1)=[O:8]. The catalyst class is: 18.